From a dataset of Catalyst prediction with 721,799 reactions and 888 catalyst types from USPTO. Predict which catalyst facilitates the given reaction. (1) Product: [O:14]1[CH2:15][CH2:16][O:17][C:12]2[CH:11]=[C:10]([NH:8][C:9]3[N:3]4[CH:4]=[CH:5][N:6]=[CH:7][C:2]4=[N:1][C:27]=3[C:25]3[CH:24]=[CH:23][N:22]=[C:21]([F:20])[CH:26]=3)[CH:19]=[CH:18][C:13]1=2. The catalyst class is: 11. Reactant: [NH2:1][C:2]1[CH:7]=[N:6][CH:5]=[CH:4][N:3]=1.[N+:8]([C:10]1[CH:19]=[CH:18][C:13]2[O:14][CH2:15][CH2:16][O:17][C:12]=2[CH:11]=1)#[C-:9].[F:20][C:21]1[CH:26]=[C:25]([CH:27]=O)[CH:24]=[CH:23][N:22]=1.[Cl-].[In+3].[Cl-].[Cl-]. (2) Reactant: [C:8](O[C:8](=[O:13])[CH2:9][CH2:10][CH2:11][CH3:12])(=[O:13])[CH2:9][CH2:10][CH2:11][CH3:12].[N:14]1[O:15][C:16]([NH2:22])=[C:17]2[CH2:21][CH2:20][CH2:19][C:18]=12. Product: [N:14]1[O:15][C:16]([N:22]([C:8](=[O:13])[CH2:9][CH2:10][CH2:11][CH3:12])[C:8](=[O:13])[CH2:9][CH2:10][CH2:11][CH3:12])=[C:17]2[CH2:21][CH2:20][CH2:19][C:18]=12. The catalyst class is: 11. (3) Reactant: [CH3:1][CH2:2][N:3]([CH2:6][CH2:7][NH:8][C:9]([C:11]1[C:12]([CH3:29])=[C:13](/[CH:17]=[C:18]2/[C:19]3[CH:20]=[C:21]([F:28])[CH:22]=[CH:23][C:24]=3[NH:25][C:26]/2=[O:27])[NH:14][C:15]=1[CH3:16])=[O:10])[CH2:4][CH3:5].[C:30]([OH:38])(=[O:37])[C@H:31]([CH2:33][C:34]([OH:36])=[O:35])[OH:32].C(OC(C)C)(=O)C. Product: [CH3:1][CH2:2][N:3]([CH2:6][CH2:7][NH:8][C:9]([C:11]1[C:12]([CH3:29])=[C:13](/[CH:17]=[C:18]2/[C:19]3[CH:20]=[C:21]([F:28])[CH:22]=[CH:23][C:24]=3[NH:25][C:26]/2=[O:27])[NH:14][C:15]=1[CH3:16])=[O:10])[CH2:4][CH3:5].[CH2:33]([C:34]([OH:36])=[O:35])[C@H:31]([OH:32])[C:30]([OH:38])=[O:37]. The catalyst class is: 16. (4) Reactant: [NH2:1][C:2]1[CH:3]=[C:4]([OH:8])[CH:5]=[CH:6][CH:7]=1.O.C(=O)([O-])O.[Na+].[F:15][C:16]([F:27])([F:26])[C:17]1[CH:18]=[C:19]([CH:23]=[CH:24][CH:25]=1)[C:20](Cl)=[O:21]. Product: [OH:8][C:4]1[CH:3]=[C:2]([NH:1][C:20](=[O:21])[C:19]2[CH:23]=[CH:24][CH:25]=[C:17]([C:16]([F:15])([F:26])[F:27])[CH:18]=2)[CH:7]=[CH:6][CH:5]=1. The catalyst class is: 7.